Dataset: Catalyst prediction with 721,799 reactions and 888 catalyst types from USPTO. Task: Predict which catalyst facilitates the given reaction. (1) Product: [C:1]([O:5][C:6]([N:8]([C:17]([O:19][C:20]([CH3:23])([CH3:22])[CH3:21])=[O:18])[C:9]1[CH:14]=[CH:13][C:12]([N:27]2[CH2:26][CH2:25][N:24]([C:30]([O:32][C:33]([CH3:36])([CH3:35])[CH3:34])=[O:31])[CH2:29][CH2:28]2)=[CH:11][C:10]=1[Cl:16])=[O:7])([CH3:4])([CH3:3])[CH3:2]. Reactant: [C:1]([O:5][C:6]([N:8]([C:17]([O:19][C:20]([CH3:23])([CH3:22])[CH3:21])=[O:18])[C:9]1[CH:14]=[CH:13][C:12](Br)=[CH:11][C:10]=1[Cl:16])=[O:7])([CH3:4])([CH3:3])[CH3:2].[N:24]1([C:30]([O:32][C:33]([CH3:36])([CH3:35])[CH3:34])=[O:31])[CH2:29][CH2:28][NH:27][CH2:26][CH2:25]1.C1(P(C2C=CC=CC=2)C2C=CC3C(=CC=CC=3)C=2C2C3C(=CC=CC=3)C=CC=2P(C2C=CC=CC=2)C2C=CC=CC=2)C=CC=CC=1.C(=O)([O-])[O-].[Cs+].[Cs+]. The catalyst class is: 164. (2) Reactant: FC(F)(F)C(O)=O.[CH:8]1([C@H:14]([NH:22][C:23]([C:25]2[CH:30]=[CH:29][C:28]([NH:31][C:32]([NH:34][CH3:35])=[O:33])=[CH:27][C:26]=2[NH:36][C:37]([NH:39][C:40]2[C:45]([CH3:46])=[CH:44][C:43]([CH3:47])=[CH:42][C:41]=2[CH3:48])=[O:38])=[O:24])[C:15]([O:17]C(C)(C)C)=[O:16])[CH2:13][CH2:12][CH2:11][CH2:10][CH2:9]1. Product: [CH:8]1([CH:14]([NH:22][C:23]([C:25]2[CH:30]=[CH:29][C:28]([NH:31][C:32]([NH:34][CH3:35])=[O:33])=[CH:27][C:26]=2[NH:36][C:37]([NH:39][C:40]2[C:45]([CH3:46])=[CH:44][C:43]([CH3:47])=[CH:42][C:41]=2[CH3:48])=[O:38])=[O:24])[C:15]([OH:17])=[O:16])[CH2:13][CH2:12][CH2:11][CH2:10][CH2:9]1. The catalyst class is: 4. (3) Reactant: [CH2:1]([N:4]1[C:10]2[CH:11]=[CH:12][CH:13]=[CH:14][C:9]=2[S:8][CH2:7][CH:6]([NH:15][C:16](=[O:35])[C@@H:17]([C@H:20]2[C@@H:25]([OH:26])[C@@H:24](/[CH:27]=[CH:28]/[C:29]([CH3:32])([CH3:31])[CH3:30])[O:23]C(C)(C)[O:21]2)[O:18][CH3:19])[C:5]1=[O:36])[CH:2]=[CH2:3].Cl.[OH-].[Na+]. Product: [CH2:1]([N:4]1[C:10]2[CH:11]=[CH:12][CH:13]=[CH:14][C:9]=2[S:8][CH2:7][CH:6]([NH:15][C:16](=[O:35])[C@H:17]([O:18][CH3:19])[C@H:20]([OH:21])[C@@H:25]([OH:26])[C@H:24]([OH:23])/[CH:27]=[CH:28]/[C:29]([CH3:30])([CH3:31])[CH3:32])[C:5]1=[O:36])[CH:2]=[CH2:3]. The catalyst class is: 1. (4) Reactant: [C:1]([NH:8][C@H:9]([C:14]([OH:16])=O)[CH2:10][CH2:11][S:12][CH3:13])([O:3][C:4]([CH3:7])([CH3:6])[CH3:5])=[O:2].N1(OC(N(C)C)=[N+](C)C)C2C=CC=CC=2N=N1.F[P-](F)(F)(F)(F)F.Cl.[CH2:42]([O:49][C:50]1[CH:56]=[CH:55][C:53]([NH2:54])=[CH:52][CH:51]=1)[C:43]1[CH:48]=[CH:47][CH:46]=[CH:45][CH:44]=1.C(N(C(C)C)C(C)C)C.C(O)(=O)CC(CC(O)=O)(C(O)=O)O. Product: [C:4]([O:3][C:1](=[O:2])[NH:8][C@H:9]([C:14](=[O:16])[NH:54][C:53]1[CH:52]=[CH:51][C:50]([O:49][CH2:42][C:43]2[CH:44]=[CH:45][CH:46]=[CH:47][CH:48]=2)=[CH:56][CH:55]=1)[CH2:10][CH2:11][S:12][CH3:13])([CH3:5])([CH3:6])[CH3:7]. The catalyst class is: 4. (5) Reactant: [Br:1][C:2]1[CH:3]=[N:4][CH:5]=[C:6]([CH:10]=1)[C:7]([OH:9])=O.C(Cl)(=O)C(Cl)=O.CCN(CC)CC.Cl.Cl.[CH:26]1([N:30]2[CH2:36][CH2:35][CH2:34][NH:33][CH2:32][CH2:31]2)[CH2:29][CH2:28][CH2:27]1. Product: [Br:1][C:2]1[CH:10]=[C:6]([C:7]([N:33]2[CH2:34][CH2:35][CH2:36][N:30]([CH:26]3[CH2:27][CH2:28][CH2:29]3)[CH2:31][CH2:32]2)=[O:9])[CH:5]=[N:4][CH:3]=1. The catalyst class is: 59. (6) Reactant: [CH2:1]([O:8][C:9]([N:11]1[CH2:18][CH2:17][CH2:16][C@H:12]1[C:13](O)=[O:14])=[O:10])[C:2]1[CH:7]=[CH:6][CH:5]=[CH:4][CH:3]=1. Product: [OH:14][CH2:13][C@@H:12]1[CH2:16][CH2:17][CH2:18][N:11]1[C:9]([O:8][CH2:1][C:2]1[CH:7]=[CH:6][CH:5]=[CH:4][CH:3]=1)=[O:10]. The catalyst class is: 56.